Predict the product of the given reaction. From a dataset of Forward reaction prediction with 1.9M reactions from USPTO patents (1976-2016). (1) Given the reactants [Si]([O:8][C:9]1[CH:29]=[CH:28][C:12]([CH2:13][CH2:14][N:15]2[C:20](=[O:21])[CH:19]=[CH:18][C:17]([C:22]3[CH:27]=[CH:26][CH:25]=[CH:24][CH:23]=3)=[N:16]2)=[CH:11][CH:10]=1)(C(C)(C)C)(C)C.C1C=CN=CC=1.F, predict the reaction product. The product is: [OH:8][C:9]1[CH:10]=[CH:11][C:12]([CH2:13][CH2:14][N:15]2[C:20](=[O:21])[CH:19]=[CH:18][C:17]([C:22]3[CH:23]=[CH:24][CH:25]=[CH:26][CH:27]=3)=[N:16]2)=[CH:28][CH:29]=1. (2) Given the reactants [CH3:1][CH:2]([CH3:30])[CH2:3][CH:4]([NH:20][C:21]1[CH:29]=[CH:28][C:24]([C:25]([OH:27])=O)=[CH:23][N:22]=1)[C:5]1[CH:10]=[CH:9][C:8]([N:11]2[CH:15]=[C:14]([C:16]([F:19])([F:18])[F:17])[CH:13]=[N:12]2)=[CH:7][CH:6]=1.Cl.[NH2:32][CH2:33][CH2:34][C:35]([O:37][CH3:38])=[O:36].C(N(C(C)C)CC)(C)C, predict the reaction product. The product is: [CH3:30][CH:2]([CH3:1])[CH2:3][CH:4]([NH:20][C:21]1[CH:29]=[CH:28][C:24]([C:25]([NH:32][CH2:33][CH2:34][C:35]([O:37][CH3:38])=[O:36])=[O:27])=[CH:23][N:22]=1)[C:5]1[CH:6]=[CH:7][C:8]([N:11]2[CH:15]=[C:14]([C:16]([F:18])([F:17])[F:19])[CH:13]=[N:12]2)=[CH:9][CH:10]=1. (3) Given the reactants [CH:1]([S:14][CH2:15][CH2:16][NH:17][C:18](=[O:32])[CH2:19][N:20]1[CH2:29][CH2:28][C:27]2[C:22](=[C:23]([O:30][CH3:31])[CH:24]=[CH:25][CH:26]=2)[CH2:21]1)([C:8]1[CH:13]=[CH:12][CH:11]=[CH:10][CH:9]=1)[C:2]1[CH:7]=[CH:6][CH:5]=[CH:4][CH:3]=1.C1C=C(Cl)C=C(C(OO)=[O:41])C=1, predict the reaction product. The product is: [C:2]1([CH:1]([C:8]2[CH:9]=[CH:10][CH:11]=[CH:12][CH:13]=2)[S:14]([CH2:15][CH2:16][NH:17][C:18](=[O:32])[CH2:19][N:20]2[CH2:29][CH2:28][C:27]3[C:22](=[C:23]([O:30][CH3:31])[CH:24]=[CH:25][CH:26]=3)[CH2:21]2)=[O:41])[CH:7]=[CH:6][CH:5]=[CH:4][CH:3]=1. (4) Given the reactants C(OC(=O)[NH:7][C@H:8]([C:10](=[O:33])[NH:11][CH2:12][C:13]1[N:22]=[C:21]([N:23]([C:25]2[CH:30]=[CH:29][C:28]([O:31][CH3:32])=[CH:27][CH:26]=2)[CH3:24])[C:20]2[C:15](=[CH:16][CH:17]=[CH:18][CH:19]=2)[N:14]=1)[CH3:9])(C)(C)C.NCC1N=C(N(C2C=CC(OC)=CC=2)C)C2C(=CC=CC=2)N=1.N(C(OC(C)(C)C)=O)[C@H](C(O)=O)C.CCN=C=NCCCN(C)C.C(N(C(C)C)C(C)C)C, predict the reaction product. The product is: [NH2:7][C@@H:8]([CH3:9])[C:10]([NH:11][CH2:12][C:13]1[N:22]=[C:21]([N:23]([C:25]2[CH:30]=[CH:29][C:28]([O:31][CH3:32])=[CH:27][CH:26]=2)[CH3:24])[C:20]2[C:15](=[CH:16][CH:17]=[CH:18][CH:19]=2)[N:14]=1)=[O:33]. (5) The product is: [ClH:20].[CH2:1]([O:3][C:4](=[O:19])[CH2:5][CH:6]1[N:11]2[CH:12]=[C:13]([NH2:15])[CH:14]=[C:10]2[C:9](=[O:18])[NH:8][CH2:7]1)[CH3:2]. Given the reactants [CH2:1]([O:3][C:4](=[O:19])[CH2:5][CH:6]1[N:11]2[CH:12]=[C:13]([N+:15]([O-])=O)[CH:14]=[C:10]2[C:9](=[O:18])[NH:8][CH2:7]1)[CH3:2].[ClH:20], predict the reaction product.